Dataset: NCI-60 drug combinations with 297,098 pairs across 59 cell lines. Task: Regression. Given two drug SMILES strings and cell line genomic features, predict the synergy score measuring deviation from expected non-interaction effect. (1) Cell line: SK-MEL-5. Drug 1: CC(CN1CC(=O)NC(=O)C1)N2CC(=O)NC(=O)C2. Drug 2: C1CCC(C(C1)N)N.C(=O)(C(=O)[O-])[O-].[Pt+4]. Synergy scores: CSS=12.9, Synergy_ZIP=-5.33, Synergy_Bliss=0.0314, Synergy_Loewe=-2.76, Synergy_HSA=1.12. (2) Synergy scores: CSS=52.5, Synergy_ZIP=5.64, Synergy_Bliss=5.72, Synergy_Loewe=-6.83, Synergy_HSA=5.02. Drug 2: C1=CC(=C2C(=C1NCCNCCO)C(=O)C3=C(C=CC(=C3C2=O)O)O)NCCNCCO. Cell line: SNB-19. Drug 1: CC1C(C(CC(O1)OC2CC(CC3=C2C(=C4C(=C3O)C(=O)C5=C(C4=O)C(=CC=C5)OC)O)(C(=O)CO)O)N)O.Cl. (3) Drug 1: CN1CCC(CC1)COC2=C(C=C3C(=C2)N=CN=C3NC4=C(C=C(C=C4)Br)F)OC. Drug 2: C1=CC(=CC=C1CCC2=CNC3=C2C(=O)NC(=N3)N)C(=O)NC(CCC(=O)O)C(=O)O. Cell line: UO-31. Synergy scores: CSS=27.4, Synergy_ZIP=-9.65, Synergy_Bliss=-7.37, Synergy_Loewe=-3.10, Synergy_HSA=-1.76. (4) Drug 1: CC1=C2C(C(=O)C3(C(CC4C(C3C(C(C2(C)C)(CC1OC(=O)C(C(C5=CC=CC=C5)NC(=O)OC(C)(C)C)O)O)OC(=O)C6=CC=CC=C6)(CO4)OC(=O)C)O)C)O. Drug 2: C1=NNC2=C1C(=O)NC=N2. Cell line: HOP-92. Synergy scores: CSS=-6.47, Synergy_ZIP=3.52, Synergy_Bliss=8.27, Synergy_Loewe=-15.2, Synergy_HSA=-8.11. (5) Drug 1: C1CCC(C1)C(CC#N)N2C=C(C=N2)C3=C4C=CNC4=NC=N3. Drug 2: C1=NC2=C(N=C(N=C2N1C3C(C(C(O3)CO)O)F)Cl)N. Cell line: NCI-H522. Synergy scores: CSS=11.0, Synergy_ZIP=-12.4, Synergy_Bliss=-6.33, Synergy_Loewe=-15.2, Synergy_HSA=-4.07.